Dataset: Full USPTO retrosynthesis dataset with 1.9M reactions from patents (1976-2016). Task: Predict the reactants needed to synthesize the given product. (1) Given the product [Br:19][C:20]1[C:25]([CH3:26])=[CH:24][C:23]([O:11][CH2:12][C:13]([CH3:18])([CH3:17])[CH2:14][O:15][CH3:16])=[CH:22][C:21]=1[CH3:28], predict the reactants needed to synthesize it. The reactants are: C([O-])([O-])=O.[Cs+].[Cs+].CS([O:11][CH2:12][C:13]([CH3:18])([CH3:17])[CH2:14][O:15][CH3:16])(=O)=O.[Br:19][C:20]1[C:25]([CH3:26])=[CH:24][C:23](O)=[CH:22][C:21]=1[CH3:28]. (2) Given the product [C:18]1([NH:17][C:15]2[N:16]=[C:12]3[CH:11]=[CH:10][CH:9]=[C:8]([C:4]4[CH:3]=[C:2]([NH:1][C:30](=[O:32])[CH3:31])[CH:7]=[CH:6][CH:5]=4)[N:13]3[N:14]=2)[CH:19]=[CH:20][CH:21]=[CH:22][CH:23]=1, predict the reactants needed to synthesize it. The reactants are: [NH2:1][C:2]1[CH:3]=[C:4]([C:8]2[N:13]3[N:14]=[C:15]([NH:17][C:18]4[CH:23]=[CH:22][CH:21]=[CH:20][CH:19]=4)[N:16]=[C:12]3[CH:11]=[CH:10][CH:9]=2)[CH:5]=[CH:6][CH:7]=1.N1C=CC=CC=1.[C:30](OC(=O)C)(=[O:32])[CH3:31]. (3) Given the product [F:1][C:2]([F:7])([F:6])[C:3]([OH:5])=[O:4].[F:8][C:9]([F:14])([F:13])[C:10]([OH:12])=[O:11].[Cl:22][C:23]1[CH:24]=[N:25][C:26]2[NH:27][C:28]3[CH:29]=[N:30][CH:31]=[C:32]([CH:53]=3)[CH2:33][CH2:34][C:35]3[CH:43]=[C:39]([NH:40][C:41]=1[N:42]=2)[CH:38]=[CH:37][C:36]=3[O:44][CH2:45][CH2:46][CH:47]1[CH2:48][CH2:49][N:50]([C:55]([NH:54][C:57]2[CH:64]=[CH:63][CH:62]=[CH:61][C:58]=2[C:59]#[N:60])=[O:56])[CH2:51][CH2:52]1, predict the reactants needed to synthesize it. The reactants are: [F:1][C:2]([F:7])([F:6])[C:3]([OH:5])=[O:4].[F:8][C:9]([F:14])([F:13])[C:10]([OH:12])=[O:11].FC(F)(F)C(O)=O.[Cl:22][C:23]1[CH:24]=[N:25][C:26]2[NH:27][C:28]3[CH:29]=[N:30][CH:31]=[C:32]([CH:53]=3)[CH2:33][CH2:34][C:35]3[CH:43]=[C:39]([NH:40][C:41]=1[N:42]=2)[CH:38]=[CH:37][C:36]=3[O:44][CH2:45][CH2:46][CH:47]1[CH2:52][CH2:51][NH:50][CH2:49][CH2:48]1.[N:54]([C:57]1[CH:64]=[CH:63][CH:62]=[CH:61][C:58]=1[C:59]#[N:60])=[C:55]=[O:56]. (4) Given the product [C:18]([O:17][C:15]([NH:14][C@@H:8]([CH2:9][CH2:10][C:11]([O:13][CH2:41][C:40]#[C:39][CH2:38][O:37][N+:34]([O-:36])=[O:35])=[O:12])[C:6]([O:5][C:1]([CH3:4])([CH3:3])[CH3:2])=[O:7])=[O:16])([CH3:21])([CH3:20])[CH3:19], predict the reactants needed to synthesize it. The reactants are: [C:1]([O:5][C:6]([C@@H:8]([NH:14][C:15]([O:17][C:18]([CH3:21])([CH3:20])[CH3:19])=[O:16])[CH2:9][CH2:10][C:11]([OH:13])=[O:12])=[O:7])([CH3:4])([CH3:3])[CH3:2].Cl.CN(C)CCCN=C=NCC.[N+:34]([O:37][CH2:38][C:39]#[C:40][CH2:41]O)([O-:36])=[O:35]. (5) Given the product [CH2:1]([O:8][C:9]1[CH:16]=[CH:15][C:12]([C:13]2[O:14][C:32]3[CH:33]=[C:34]([O:41][CH2:42][C@@H:43]([NH:45][C:46](=[O:48])[CH3:47])[CH3:44])[N:35]=[CH:36][C:37]=3[N:38]=2)=[C:11]([O:17][CH2:24][C:25]([F:28])([F:27])[F:26])[CH:10]=1)[C:2]1[CH:3]=[CH:4][CH:5]=[CH:6][CH:7]=1, predict the reactants needed to synthesize it. The reactants are: [CH2:1]([O:8][C:9]1[CH:16]=[CH:15][C:12]([CH:13]=[O:14])=[C:11]([OH:17])[CH:10]=1)[C:2]1[CH:7]=[CH:6][CH:5]=[CH:4][CH:3]=1.FC(F)(F)S(O[CH2:24][C:25]([F:28])([F:27])[F:26])(=O)=O.Cl[C:32]1[C:37]([N+:38]([O-])=O)=[CH:36][N:35]=[C:34]([O:41][CH2:42][C@@H:43]([NH:45][C:46](=[O:48])[CH3:47])[CH3:44])[CH:33]=1. (6) The reactants are: C(C1C=C(C(NS(C2C=CC(F)=C(F)C=2)(=O)=O)C)C=CC=1C1C=C(F)C=CC=1OC)C=C.C(OC(C1C(C2C=C(F)C=CC=2OC)=CC=C(C(N)C)C=1)=O)C.CC1C(S(Cl)(=O)=O)=C(C)ON=1.[CH2:67]([O:69][C:70]([C:72]1[C:73]([C:91]2[CH:96]=[C:95]([F:97])[CH:94]=[CH:93][C:92]=2[O:98][CH3:99])=[CH:74][CH:75]=[C:76]([CH:78]([NH:80][S:81]([C:84]2[C:85]([CH3:90])=[N:86][O:87][C:88]=2[CH3:89])(=[O:83])=[O:82])[CH3:79])[CH:77]=1)=[O:71])[CH3:68].[H-].[Al+3].[Li+].[H-].[H-].[H-].Cl. Given the product [CH2:67]([O:69][C:70]([C:72]1[C:73]([C:91]2[CH:96]=[C:95]([F:97])[CH:94]=[CH:93][C:92]=2[O:98][CH3:99])=[CH:74][CH:75]=[C:76]([CH:78]([NH:80][S:81]([C:84]2[C:85]([CH3:90])=[N:86][O:87][C:88]=2[CH3:89])(=[O:83])=[O:82])[CH3:79])[CH:77]=1)=[O:71])[CH3:68].[F:97][C:95]1[CH:94]=[CH:93][C:92]([O:98][CH3:99])=[C:91]([C:73]2[CH:74]=[CH:75][C:76]([CH:78]([NH:80][S:81]([C:84]3[C:85]([CH3:90])=[N:86][O:87][C:88]=3[CH3:89])(=[O:83])=[O:82])[CH3:79])=[CH:77][C:72]=2[CH2:70][OH:69])[CH:96]=1, predict the reactants needed to synthesize it.